The task is: Regression. Given a peptide amino acid sequence and an MHC pseudo amino acid sequence, predict their binding affinity value. This is MHC class I binding data.. This data is from Peptide-MHC class I binding affinity with 185,985 pairs from IEDB/IMGT. (1) The peptide sequence is MPAMVPPYA. The MHC is HLA-B35:01 with pseudo-sequence HLA-B35:01. The binding affinity (normalized) is 0.358. (2) The peptide sequence is ITANPIVTDK. The MHC is HLA-A11:01 with pseudo-sequence HLA-A11:01. The binding affinity (normalized) is 0.592. (3) The MHC is HLA-A31:01 with pseudo-sequence HLA-A31:01. The binding affinity (normalized) is 0.0847. The peptide sequence is KVADVDLAVPV. (4) The peptide sequence is STNTLPTEY. The MHC is HLA-A03:01 with pseudo-sequence HLA-A03:01. The binding affinity (normalized) is 0.0847. (5) The peptide sequence is AENFWVTVY. The MHC is Mamu-A11 with pseudo-sequence Mamu-A11. The binding affinity (normalized) is 0.470. (6) The peptide sequence is LLRRRPYPL. The MHC is HLA-A69:01 with pseudo-sequence HLA-A69:01. The binding affinity (normalized) is 0.0847. (7) The MHC is HLA-B15:01 with pseudo-sequence HLA-B15:01. The binding affinity (normalized) is 0.0847. The peptide sequence is SIPFGLMSA. (8) The peptide sequence is LLFLVCFPST. The MHC is HLA-A02:01 with pseudo-sequence HLA-A02:01. The binding affinity (normalized) is 0.443.